Dataset: Tyrosyl-DNA phosphodiesterase HTS with 341,365 compounds. Task: Binary Classification. Given a drug SMILES string, predict its activity (active/inactive) in a high-throughput screening assay against a specified biological target. (1) The compound is Clc1c(N(NC(=O)c2ccc(Cl)cc2)C)ncc(c1)C(F)(F)F. The result is 0 (inactive). (2) The drug is Fc1c2n(C3CC3)cc(c(=O)c2c(N)c(F)c1N1CC(NC(C1)C)C)C(O)=O. The result is 0 (inactive). (3) The compound is S(=O)(=O)(N1CC(CCC1)C(=O)Nc1cc(ccc1)C(OCC)=O)c1c(n(nc1C)C)C. The result is 0 (inactive).